This data is from NCI-60 drug combinations with 297,098 pairs across 59 cell lines. The task is: Regression. Given two drug SMILES strings and cell line genomic features, predict the synergy score measuring deviation from expected non-interaction effect. (1) Drug 1: CC1C(C(=O)NC(C(=O)N2CCCC2C(=O)N(CC(=O)N(C(C(=O)O1)C(C)C)C)C)C(C)C)NC(=O)C3=C4C(=C(C=C3)C)OC5=C(C(=O)C(=C(C5=N4)C(=O)NC6C(OC(=O)C(N(C(=O)CN(C(=O)C7CCCN7C(=O)C(NC6=O)C(C)C)C)C)C(C)C)C)N)C. Drug 2: C(CCl)NC(=O)N(CCCl)N=O. Cell line: OVCAR-5. Synergy scores: CSS=2.14, Synergy_ZIP=-8.94, Synergy_Bliss=-8.32, Synergy_Loewe=-31.3, Synergy_HSA=-9.68. (2) Drug 1: C1=CC(=CC=C1CCC2=CNC3=C2C(=O)NC(=N3)N)C(=O)NC(CCC(=O)O)C(=O)O. Drug 2: C1=NC(=NC(=O)N1C2C(C(C(O2)CO)O)O)N. Cell line: OVCAR3. Synergy scores: CSS=36.7, Synergy_ZIP=4.09, Synergy_Bliss=4.58, Synergy_Loewe=0.0149, Synergy_HSA=6.58. (3) Synergy scores: CSS=54.7, Synergy_ZIP=-1.28, Synergy_Bliss=0.420, Synergy_Loewe=-1.20, Synergy_HSA=7.85. Drug 1: C1CN1C2=NC(=NC(=N2)N3CC3)N4CC4. Drug 2: CC1=C(N=C(N=C1N)C(CC(=O)N)NCC(C(=O)N)N)C(=O)NC(C(C2=CN=CN2)OC3C(C(C(C(O3)CO)O)O)OC4C(C(C(C(O4)CO)O)OC(=O)N)O)C(=O)NC(C)C(C(C)C(=O)NC(C(C)O)C(=O)NCCC5=NC(=CS5)C6=NC(=CS6)C(=O)NCCC[S+](C)C)O. Cell line: U251. (4) Drug 1: CC1C(C(CC(O1)OC2CC(CC3=C2C(=C4C(=C3O)C(=O)C5=C(C4=O)C(=CC=C5)OC)O)(C(=O)C)O)N)O.Cl. Drug 2: CC1=C(C(CCC1)(C)C)C=CC(=CC=CC(=CC(=O)O)C)C. Cell line: SK-MEL-28. Synergy scores: CSS=11.0, Synergy_ZIP=1.78, Synergy_Bliss=4.59, Synergy_Loewe=-15.2, Synergy_HSA=1.59. (5) Drug 1: COC1=C(C=C2C(=C1)N=CN=C2NC3=CC(=C(C=C3)F)Cl)OCCCN4CCOCC4. Drug 2: CS(=O)(=O)CCNCC1=CC=C(O1)C2=CC3=C(C=C2)N=CN=C3NC4=CC(=C(C=C4)OCC5=CC(=CC=C5)F)Cl. Cell line: MALME-3M. Synergy scores: CSS=3.80, Synergy_ZIP=1.10, Synergy_Bliss=2.13, Synergy_Loewe=-7.78, Synergy_HSA=-0.0421. (6) Drug 1: CC1C(C(CC(O1)OC2CC(CC3=C2C(=C4C(=C3O)C(=O)C5=C(C4=O)C(=CC=C5)OC)O)(C(=O)C)O)N)O.Cl. Drug 2: CN(C(=O)NC(C=O)C(C(C(CO)O)O)O)N=O. Cell line: CAKI-1. Synergy scores: CSS=36.8, Synergy_ZIP=-6.29, Synergy_Bliss=-0.814, Synergy_Loewe=-79.8, Synergy_HSA=0.262.